This data is from Forward reaction prediction with 1.9M reactions from USPTO patents (1976-2016). The task is: Predict the product of the given reaction. (1) Given the reactants [Br:1][C:2]1[CH:7]=[CH:6][C:5]([N:8]([C:16]2[CH:25]=[C:24]3[C:19]([C:20]([CH3:28])=[C:21](Br)[C:22](=[O:26])[O:23]3)=[CH:18][CH:17]=2)[C:9]2[CH:14]=[CH:13][C:12]([Br:15])=[CH:11][CH:10]=2)=[CH:4][CH:3]=1, predict the reaction product. The product is: [Br:15][C:12]1[CH:11]=[CH:10][C:9]([N:8]([C:16]2[CH:25]=[C:24]3[C:19]([C:20]([CH3:28])=[CH:21][C:22](=[O:26])[O:23]3)=[CH:18][CH:17]=2)[C:5]2[CH:6]=[CH:7][C:2]([Br:1])=[CH:3][CH:4]=2)=[CH:14][CH:13]=1. (2) Given the reactants [NH:1]1[CH2:6][CH2:5][CH:4]([C:7]2[C:15]3[C:10](=[CH:11][CH:12]=[CH:13][CH:14]=3)[NH:9][CH:8]=2)[CH2:3][CH2:2]1.[CH2:16]([O:18][C:19](=[O:29])[C:20]1[CH:25]=[C:24]([CH2:26]Br)[CH:23]=[CH:22][C:21]=1[F:28])[CH3:17], predict the reaction product. The product is: [CH2:16]([O:18][C:19](=[O:29])[C:20]1[CH:25]=[C:24]([CH2:26][N:1]2[CH2:6][CH2:5][CH:4]([C:7]3[C:15]4[C:10](=[CH:11][CH:12]=[CH:13][CH:14]=4)[NH:9][CH:8]=3)[CH2:3][CH2:2]2)[CH:23]=[CH:22][C:21]=1[F:28])[CH3:17]. (3) Given the reactants [F:1][C:2]1[CH:7]=[CH:6][C:5]([N:8]2[C:16]3[N:15]=[C:14]4[CH2:17][CH2:18][CH2:19][C:20](=[O:22])[CH2:21][C:13]4=[CH:12][C:11]=3[CH:10]=[N:9]2)=[CH:4][CH:3]=1.[Li+].C[Si]([N-][Si](C)(C)C)(C)C.[N:33]1[CH:38]=[CH:37][CH:36]=[CH:35][C:34]=1[CH:39]=O.C(O)(=O)C, predict the reaction product. The product is: [F:1][C:2]1[CH:7]=[CH:6][C:5]([N:8]2[C:16]3[N:15]=[C:14]4[CH2:17][CH2:18][CH2:19][C:20](=[O:22])/[C:21](=[CH:39]/[C:34]5[CH:35]=[CH:36][CH:37]=[CH:38][N:33]=5)/[C:13]4=[CH:12][C:11]=3[CH:10]=[N:9]2)=[CH:4][CH:3]=1. (4) Given the reactants [NH2:1][C:2]1[CH:3]=[C:4]([OH:8])[CH:5]=[CH:6][CH:7]=1.Cl[C:10]1[N:15]=[C:14]([NH:16][CH:17]([C:25]2[CH:30]=[CH:29][C:28]([Cl:31])=[CH:27][CH:26]=2)[C:18]2[CH:23]=[CH:22][C:21]([Cl:24])=[CH:20][CH:19]=2)[C:13]([F:32])=[CH:12][N:11]=1, predict the reaction product. The product is: [F:32][C:13]1[C:14]([NH:16][CH:17]([C:18]2[CH:23]=[CH:22][C:21]([Cl:24])=[CH:20][CH:19]=2)[C:25]2[CH:26]=[CH:27][C:28]([Cl:31])=[CH:29][CH:30]=2)=[N:15][C:10]([NH:1][C:2]2[CH:7]=[CH:6][CH:5]=[C:4]([OH:8])[CH:3]=2)=[N:11][CH:12]=1. (5) Given the reactants [F:1][C:2]([F:15])([F:14])[CH:3]([C:5]1[CH:10]=[CH:9][N:8]=[C:7]([C:11]([NH2:13])=O)[CH:6]=1)[CH3:4].[C:16](N1C=CN=C1)(N1C=CN=C1)=[O:17].[N:28]12CCCN=C1CCCCC2.Cl.[OH2:40], predict the reaction product. The product is: [F:1][C:2]([F:15])([F:14])[CH:3]([C:5]1[CH:10]=[CH:9][N:8]=[C:7]([C:11]2[NH:28][O:40][C:16](=[O:17])[N:13]=2)[CH:6]=1)[CH3:4]. (6) Given the reactants Cl[C:2]1[CH2:6][CH2:5][C:4](=[O:7])[CH:3]=1.[NH:8]1[CH:12]=[CH:11][N:10]=[CH:9]1, predict the reaction product. The product is: [N:8]1([C:2]2[CH2:6][CH2:5][C:4](=[O:7])[CH:3]=2)[CH:12]=[CH:11][N:10]=[CH:9]1. (7) Given the reactants CCN(C(C)C)C(C)C.[O:10]=[C:11]([N:29]1[CH2:34][CH2:33][NH:32][CH2:31][CH2:30]1)[CH2:12][NH:13][C:14](=[O:28])[C:15]1[CH:20]=[CH:19][C:18]([O:21][C:22]2[CH:27]=[CH:26][CH:25]=[CH:24][CH:23]=2)=[CH:17][CH:16]=1.C1C=CC2N(O)N=NC=2C=1.CCN=C=NCCCN(C)C.Cl.[Br:57][C:58]1[CH:66]=[CH:65][C:64]([O:67][CH3:68])=[CH:63][C:59]=1[C:60](O)=[O:61], predict the reaction product. The product is: [Br:57][C:58]1[CH:66]=[CH:65][C:64]([O:67][CH3:68])=[CH:63][C:59]=1[C:60]([N:32]1[CH2:31][CH2:30][N:29]([C:11](=[O:10])[CH2:12][NH:13][C:14](=[O:28])[C:15]2[CH:16]=[CH:17][C:18]([O:21][C:22]3[CH:27]=[CH:26][CH:25]=[CH:24][CH:23]=3)=[CH:19][CH:20]=2)[CH2:34][CH2:33]1)=[O:61]. (8) Given the reactants [F:1][C:2]1[S:6][C:5]2[C:7]3([O:22][CH2:23][CH2:24][C:4]=2[CH:3]=1)[CH2:12][CH2:11][N:10]([CH2:13][CH2:14][C:15]([O:17][C:18]([CH3:21])([CH3:20])[CH3:19])=[O:16])[CH2:9][CH2:8]3.C[Si]([N-][Si](C)(C)C)(C)C.[Li+].CN1CCCN(C)C1=O.[F:44][C:45]1[CH:52]=[CH:51][CH:50]=[CH:49][C:46]=1[CH2:47]Br, predict the reaction product. The product is: [F:44][C:45]1[CH:52]=[CH:51][CH:50]=[CH:49][C:46]=1[CH2:47][CH:14]([CH2:13][N:10]1[CH2:11][CH2:12][C:7]2([C:5]3[S:6][C:2]([F:1])=[CH:3][C:4]=3[CH2:24][CH2:23][O:22]2)[CH2:8][CH2:9]1)[C:15]([O:17][C:18]([CH3:19])([CH3:20])[CH3:21])=[O:16]. (9) Given the reactants [C:1]([O:5][C:6]([NH:8][C:9]1[C:10]([OH:18])=[C:11]([CH:15]=[CH:16][CH:17]=1)[C:12]([OH:14])=O)=[O:7])([CH3:4])([CH3:3])[CH3:2].O[NH:20][C:21]([C:23]1[C:28]([CH3:29])=[CH:27][CH:26]=[CH:25][N:24]=1)=[NH:22], predict the reaction product. The product is: [C:1]([O:5][C:6](=[O:7])[NH:8][C:9]1[CH:17]=[CH:16][CH:15]=[C:11]([C:12]2[O:14][N:22]=[C:21]([C:23]3[C:28]([CH3:29])=[CH:27][CH:26]=[CH:25][N:24]=3)[N:20]=2)[C:10]=1[OH:18])([CH3:2])([CH3:3])[CH3:4].